Dataset: Reaction yield outcomes from USPTO patents with 853,638 reactions. Task: Predict the reaction yield, written as a fraction of the theoretical maximum amount of product (1.0 means a 100% yield; for example, 0.34 means a 34% yield). (1) The reactants are Br[C:2]1[C:3]([CH:9]([O:15][C:16]([CH3:19])([CH3:18])[CH3:17])[C:10]([O:12][CH2:13][CH3:14])=[O:11])=[C:4]([CH3:8])[S:5][C:6]=1[Cl:7].CC1(C)C(C)(C)OB([C:28]2[CH:29]=[C:30]3[C:35](=[CH:36][CH:37]=2)[O:34][CH2:33][CH2:32][CH2:31]3)O1.C(=O)([O-])[O-].[Na+].[Na+]. The catalyst is O1CCOCC1.O.C1(C=CC=CC=1)[P](C1C=CC=CC=1)(C1C=CC=CC=1)[Pd][P](C1C=CC=CC=1)(C1C=CC=CC=1)C1C=CC=CC=1. The product is [C:16]([O:15][CH:9]([C:3]1[C:2]([C:28]2[CH:37]=[CH:36][C:35]3[O:34][CH2:33][CH2:32][CH2:31][C:30]=3[CH:29]=2)=[C:6]([Cl:7])[S:5][C:4]=1[CH3:8])[C:10]([O:12][CH2:13][CH3:14])=[O:11])([CH3:19])([CH3:18])[CH3:17]. The yield is 0.540. (2) The reactants are [C:1]([C:3]1[C:16](=[O:17])[C@@H:15]([CH3:18])[C@@H:6]2[CH2:7][CH2:8][C:9]3[CH:10]=[N:11][CH:12]=[N:13][C:14]=3[C@@:5]2([C:19]2[CH:20]=[C:21]([CH:25]=[CH:26][CH:27]=2)[C:22](O)=[O:23])[CH:4]=1)#[N:2].[NH2:28][C:29]1[CH:34]=[CH:33][CH:32]=[CH:31][CH:30]=1.CCN(C(C)C)C(C)C.F[P-](F)(F)(F)(F)F.CN([C+](N(C)C)N1C2C=CC=CC=2[N+]([O-])=N1)C. The catalyst is CC(N(C)C)=O.O. The product is [C:1]([C:3]1[C:16](=[O:17])[C@@H:15]([CH3:18])[C@@H:6]2[CH2:7][CH2:8][C:9]3[CH:10]=[N:11][CH:12]=[N:13][C:14]=3[C@@:5]2([C:19]2[CH:20]=[C:21]([CH:25]=[CH:26][CH:27]=2)[C:22]([NH:28][C:29]2[CH:34]=[CH:33][CH:32]=[CH:31][CH:30]=2)=[O:23])[CH:4]=1)#[N:2]. The yield is 0.420. (3) The reactants are FC1C=C(C)C=CC=1[N+]([O-])=O.[CH:12]([O:15][C:16]1[CH:22]=[C:21]([CH3:23])[CH:20]=[CH:19][C:17]=1[NH2:18])([CH3:14])[CH3:13].[NH2:24][C:25]1[S:26][CH:27]=[CH:28][N:29]=1.C[CH:31]([OH:33])C. No catalyst specified. The product is [CH:12]([O:15][C:16]1[CH:22]=[C:21]([CH3:23])[CH:20]=[CH:19][C:17]=1[NH:18][C:31]([NH:24][C:25]1[S:26][CH:27]=[CH:28][N:29]=1)=[O:33])([CH3:14])[CH3:13]. The yield is 0.620. (4) The reactants are F[C:2]1[CH:7]=[C:6](F)[CH:5]=[C:4](F)[C:3]=1N=C=S.CC(C)N=C=NC(C)C.C[N:23]([CH:25]=[O:26])C. No catalyst specified. The product is [CH:2]1([C:25]([NH2:23])=[O:26])[CH2:3][CH2:4][CH2:5][CH2:6][CH2:7]1. The yield is 0.470.